From a dataset of Full USPTO retrosynthesis dataset with 1.9M reactions from patents (1976-2016). Predict the reactants needed to synthesize the given product. Given the product [Br:11][CH2:9][CH2:8][CH:2]1[CH2:3][CH:4]2[CH2:7][CH:1]1[CH2:6][CH2:5]2, predict the reactants needed to synthesize it. The reactants are: [CH:1]12[CH2:7][CH:4]([CH2:5][CH2:6]1)[CH2:3][CH:2]2[CH2:8][CH2:9]O.[Br:11]P(Br)(C1C=CC=CC=1)(C1C=CC=CC=1)C1C=CC=CC=1.